From a dataset of Forward reaction prediction with 1.9M reactions from USPTO patents (1976-2016). Predict the product of the given reaction. (1) Given the reactants [C:1]([N:5]1[C:9]([C:10]2[CH:15]=[CH:14][C:13]([O:16][CH3:17])=[CH:12][CH:11]=2)=[C:8]([C:18]([OH:20])=O)[CH:7]=[N:6]1)([CH3:4])([CH3:3])[CH3:2].Cl.[CH3:22][NH:23][O:24][CH3:25].C1C=CC2N(O)N=NC=2C=1.CCN=C=NCCCN(C)C, predict the reaction product. The product is: [C:1]([N:5]1[C:9]([C:10]2[CH:15]=[CH:14][C:13]([O:16][CH3:17])=[CH:12][CH:11]=2)=[C:8]([C:18]([N:23]([O:24][CH3:25])[CH3:22])=[O:20])[CH:7]=[N:6]1)([CH3:3])([CH3:4])[CH3:2]. (2) Given the reactants [F:1][C:2]1[CH:7]=[C:6](B2OC(C)(C)C(C)(C)O2)[CH:5]=[CH:4][C:3]=1[C:17]1[CH:18]=[N:19][C:20]([NH2:23])=[N:21][CH:22]=1.Br[C:25]1[CH:30]=[CH:29][CH:28]=[CH:27][C:26]=1[S:31][CH2:32][O:33][CH2:34][CH2:35][Si:36]([CH3:39])([CH3:38])[CH3:37], predict the reaction product. The product is: [F:1][C:2]1[CH:7]=[C:6]([C:25]2[CH:30]=[CH:29][CH:28]=[CH:27][C:26]=2[S:31][CH2:32][O:33][CH2:34][CH2:35][Si:36]([CH3:39])([CH3:38])[CH3:37])[CH:5]=[CH:4][C:3]=1[C:17]1[CH:22]=[N:21][C:20]([NH2:23])=[N:19][CH:18]=1. (3) Given the reactants [CH:1]1([NH:4][C:5]([NH:7][NH:8][C:9](=O)[C:10]2[CH:15]=[CH:14][C:13]([F:16])=[CH:12][C:11]=2[F:17])=[O:6])[CH2:3][CH2:2]1.Cl, predict the reaction product. The product is: [CH:1]1([N:4]2[C:9]([C:10]3[CH:15]=[CH:14][C:13]([F:16])=[CH:12][C:11]=3[F:17])=[N:8][NH:7][C:5]2=[O:6])[CH2:3][CH2:2]1. (4) Given the reactants [C:1]([O:5][C:6]([N:8]1[CH2:12][CH2:11][CH:10]([N:13]([CH2:22][C:23]([OH:25])=O)[CH2:14][C:15]2[CH:20]=[CH:19][C:18]([Cl:21])=[CH:17][CH:16]=2)[CH2:9]1)=[O:7])([CH3:4])([CH3:3])[CH3:2].[CH3:26][CH2:27][N:28]=C=NCCCN(C)C.C1C=CC2N(O)N=NC=2C=1.CN1CCOCC1.C(N)C, predict the reaction product. The product is: [C:1]([O:5][C:6]([N:8]1[CH2:12][CH2:11][CH:10]([N:13]([CH2:14][C:15]2[CH:16]=[CH:17][C:18]([Cl:21])=[CH:19][CH:20]=2)[CH2:22][C:23](=[O:25])[NH:28][CH2:27][CH3:26])[CH2:9]1)=[O:7])([CH3:3])([CH3:4])[CH3:2]. (5) The product is: [C:26]([C:23]1[CH:24]=[CH:25][C:20]([NH:19][C:17](=[O:18])[C:16]([NH:15][C@H:12]2[CH2:13][CH2:14][C@H:9]([C:7]3[O:8][C:4]([CH3:3])=[N:5][N:6]=3)[CH2:10][C@H:11]2[NH:33][C:34]([C:36]2[S:37][C:38]3[CH2:39][N:40]([CH3:45])[CH2:41][CH2:42][C:43]=3[N:44]=2)=[O:35])=[O:32])=[N:21][CH:22]=1)#[CH:27]. Given the reactants [F-].[K+].[CH3:3][C:4]1[O:8][C:7]([C@H:9]2[CH2:14][CH2:13][C@H:12]([NH:15][C:16](=[O:32])[C:17]([NH:19][C:20]3[CH:25]=[CH:24][C:23]([C:26]#[C:27][Si](C)(C)C)=[CH:22][N:21]=3)=[O:18])[C@H:11]([NH:33][C:34]([C:36]3[S:37][C:38]4[CH2:39][N:40]([CH3:45])[CH2:41][CH2:42][C:43]=4[N:44]=3)=[O:35])[CH2:10]2)=[N:6][N:5]=1, predict the reaction product. (6) Given the reactants [H-].[Na+].[CH:3]([O:6][C:7]1[CH:12]=[CH:11][C:10]([OH:13])=[CH:9][CH:8]=1)([CH3:5])[CH3:4].[N+]([C:17]1[CH:18]=[C:19]([CH:22]=[O:23])[S:20][CH:21]=1)([O-])=O.O, predict the reaction product. The product is: [CH:3]([O:6][C:7]1[CH:12]=[CH:11][C:10]([O:13][C:18]2[CH:17]=[CH:21][S:20][C:19]=2[CH:22]=[O:23])=[CH:9][CH:8]=1)([CH3:5])[CH3:4]. (7) Given the reactants [OH-].[Na+].[Cl:3][C:4]1[CH:5]=[C:6](N)[C:7](=[CH:11][CH:12]=1)[C:8]([OH:10])=[O:9].[N+]([O-])([O-])=O.[Na+].Cl.C([O-])(=O)C.[K+].[S:25](S([O-])=O)([O-])=O.[Na+].[Na+], predict the reaction product. The product is: [Cl:3][C:4]1[CH:12]=[CH:11][C:7]([C:8]([OH:10])=[O:9])=[C:6]([SH:25])[CH:5]=1.